This data is from Forward reaction prediction with 1.9M reactions from USPTO patents (1976-2016). The task is: Predict the product of the given reaction. (1) Given the reactants C(OC(=O)[NH:7][C:8]1([C:12]2[CH:17]=[CH:16][C:15]([C:18]3[N:22]4[C:23]5[CH:35]=[CH:34][CH:33]=[N:32][C:24]=5[NH:25][C:26]5[CH:31]=[CH:30][CH:29]=[CH:28][C:27]=5[C:21]4=[N:20][C:19]=3[C:36]3[CH:41]=[CH:40][C:39]([S:42]([CH3:45])(=[O:44])=[O:43])=[CH:38][CH:37]=3)=[CH:14][CH:13]=2)[CH2:11][CH2:10][CH2:9]1)(C)(C)C.Cl.O1CCOCC1, predict the reaction product. The product is: [CH3:45][S:42]([C:39]1[CH:40]=[CH:41][C:36]([C:19]2[N:20]=[C:21]3[C:27]4[CH:28]=[CH:29][CH:30]=[CH:31][C:26]=4[NH:25][C:24]4[N:32]=[CH:33][CH:34]=[CH:35][C:23]=4[N:22]3[C:18]=2[C:15]2[CH:14]=[CH:13][C:12]([C:8]3([NH2:7])[CH2:11][CH2:10][CH2:9]3)=[CH:17][CH:16]=2)=[CH:37][CH:38]=1)(=[O:43])=[O:44]. (2) Given the reactants [CH3:1][S:2][C:3]1[N:8]=[CH:7][C:6]2=[CH:9][CH:10]=[C:11]([C:12]3[CH:17]=[CH:16][CH:15]=[CH:14][CH:13]=3)[N:5]2[N:4]=1.O1CCCC1.CO.[Br:25]N1C(=O)CCC1=O, predict the reaction product. The product is: [Br:25][C:9]1[CH:10]=[C:11]([C:12]2[CH:13]=[CH:14][CH:15]=[CH:16][CH:17]=2)[N:5]2[C:6]=1[CH:7]=[N:8][C:3]([S:2][CH3:1])=[N:4]2. (3) The product is: [N+:8]([C:3]1[C:2]([NH:11][C@H:12]([CH2:17][C:18]#[CH:19])[C:13]([O:15][CH3:16])=[O:14])=[CH:7][CH:6]=[CH:5][N:4]=1)([O-:10])=[O:9]. Given the reactants F[C:2]1[C:3]([N+:8]([O-:10])=[O:9])=[N:4][CH:5]=[CH:6][CH:7]=1.[NH2:11][C@H:12]([CH2:17][C:18]#[CH:19])[C:13]([O:15][CH3:16])=[O:14].C(N(CC)CC)C, predict the reaction product. (4) Given the reactants F[C:2]1[CH:7]=[C:6]([F:8])[CH:5]=[CH:4][C:3]=1[N+:9]([O-:11])=[O:10].[F:12][C:13]1[CH:19]=[CH:18][C:16]([NH2:17])=[CH:15][CH:14]=1, predict the reaction product. The product is: [F:8][C:6]1[CH:5]=[CH:4][C:3]([N+:9]([O-:11])=[O:10])=[C:2]([CH:7]=1)[NH:17][C:16]1[CH:18]=[CH:19][C:13]([F:12])=[CH:14][CH:15]=1. (5) Given the reactants [Cl:1][C:2]1[CH:3]=[C:4]([C:25]([OH:27])=O)[CH:5]=[N:6][C:7]=1[N:8]1[CH2:13][CH2:12][CH:11]([N:14]2[C:19]3[CH:20]=[CH:21][CH:22]=[CH:23][C:18]=3[CH2:17][O:16][C:15]2=[O:24])[CH2:10][CH2:9]1.C(N1C=CN=C1)(N1C=CN=C1)=O.Cl.[NH2:41][C@@H:42]([C:46]([NH2:48])=[O:47])[CH:43]([CH3:45])[CH3:44].C(N(CC)C(C)C)(C)C, predict the reaction product. The product is: [NH2:48][C:46]([C@H:42]([NH:41][C:25]([C:4]1[CH:5]=[N:6][C:7]([N:8]2[CH2:9][CH2:10][CH:11]([N:14]3[C:19]4[CH:20]=[CH:21][CH:22]=[CH:23][C:18]=4[CH2:17][O:16][C:15]3=[O:24])[CH2:12][CH2:13]2)=[C:2]([Cl:1])[CH:3]=1)=[O:27])[CH:43]([CH3:45])[CH3:44])=[O:47]. (6) Given the reactants [NH2:1][C:2]1[CH:3]=[CH:4][C:5]([O:20][CH3:21])=[C:6]([NH:8][S:9]([C:12]2[CH:17]=[CH:16][C:15]([Br:18])=[CH:14][C:13]=2[Cl:19])(=[O:11])=[O:10])[CH:7]=1.N1C=CC=CC=1.[CH3:28][C:29]([C:32](Cl)=[O:33])([CH3:31])[NH2:30], predict the reaction product. The product is: [Br:18][C:15]1[CH:16]=[CH:17][C:12]([S:9]([NH:8][C:6]2[CH:7]=[C:2]([NH:1][C:32](=[O:33])[C:29]([CH3:31])([CH3:28])[NH2:30])[CH:3]=[CH:4][C:5]=2[O:20][CH3:21])(=[O:11])=[O:10])=[C:13]([Cl:19])[CH:14]=1. (7) Given the reactants C([O:3][C:4](=[O:42])[C:5]([CH3:41])([O:34][C:35]1[CH:40]=[CH:39][CH:38]=[CH:37][CH:36]=1)[CH2:6][C:7]1[CH:12]=[CH:11][C:10]([O:13][CH2:14][CH2:15][C:16]2[N:17]=[C:18]([C:22]3[CH:27]=[CH:26][C:25]([C:28]4[CH:33]=[CH:32][CH:31]=[CH:30][CH:29]=4)=[CH:24][CH:23]=3)[O:19][C:20]=2[CH3:21])=[CH:9][CH:8]=1)C.[OH-].[Na+], predict the reaction product. The product is: [C:25]1([C:28]2[CH:33]=[CH:32][CH:31]=[CH:30][CH:29]=2)[CH:24]=[CH:23][C:22]([C:18]2[O:19][C:20]([CH3:21])=[C:16]([CH2:15][CH2:14][O:13][C:10]3[CH:11]=[CH:12][C:7]([CH2:6][C:5]([CH3:41])([O:34][C:35]4[CH:36]=[CH:37][CH:38]=[CH:39][CH:40]=4)[C:4]([OH:42])=[O:3])=[CH:8][CH:9]=3)[N:17]=2)=[CH:27][CH:26]=1.